From a dataset of Catalyst prediction with 721,799 reactions and 888 catalyst types from USPTO. Predict which catalyst facilitates the given reaction. (1) Reactant: [H-].[Na+].[CH2:3]([O:5][C:6](=[O:13])[CH2:7][C:8]1[NH:12][N:11]=[N:10][N:9]=1)[CH3:4].Cl[CH2:15][O:16][CH2:17][CH2:18][Si:19]([CH3:22])([CH3:21])[CH3:20]. Product: [CH3:20][Si:19]([CH3:22])([CH3:21])[CH2:18][CH2:17][O:16][CH2:15][N:9]1[C:8]([CH2:7][C:6]([O:5][CH2:3][CH3:4])=[O:13])=[N:12][N:11]=[N:10]1. The catalyst class is: 215. (2) Reactant: ClC1C=CC=C(C(OO)=[O:9])C=1.[CH3:12][O:13][C:14]1[CH:19]=[CH:18][CH:17]=[CH:16][C:15]=1[S:20][CH3:21].[OH2:22]. Product: [CH3:21][S:20]([C:15]1[CH:16]=[CH:17][CH:18]=[CH:19][C:14]=1[O:13][CH3:12])(=[O:9])=[O:22]. The catalyst class is: 2. (3) Reactant: [C:1]([CH:5]1[N:14]2[C:9](=[CH:10][C:11](=[O:20])[C:12]([C:15]([O:17][CH2:18][CH3:19])=[O:16])=[CH:13]2)[C:8]2[CH:21]=[C:22]([O:26][CH3:27])[C:23]([OH:25])=[CH:24][C:7]=2[CH2:6]1)([CH3:4])([CH3:3])[CH3:2].C(=O)([O-])[O-].[K+].[K+].CC1C=CC(S([O:44][CH2:45][C:46]([F:50])([F:49])[CH2:47]O)(=O)=O)=CC=1.O. Product: [C:1]([CH:5]1[N:14]2[C:9](=[CH:10][C:11](=[O:20])[C:12]([C:15]([O:17][CH2:18][CH3:19])=[O:16])=[CH:13]2)[C:8]2[CH:21]=[C:22]([O:26][CH3:27])[C:23]([O:25][CH2:47][C:46]([F:50])([F:49])[CH2:45][OH:44])=[CH:24][C:7]=2[CH2:6]1)([CH3:2])([CH3:3])[CH3:4]. The catalyst class is: 3. (4) Reactant: [OH:1][C:2]1[N:10]=[CH:9][CH:8]=[CH:7][C:3]=1[C:4](O)=[O:5].C[Si](C)(C)N[Si](C)(C)C.Cl[Si](C)(C)C. Product: [OH:5][CH2:4][C:3]1[C:2](=[O:1])[NH:10][CH:9]=[CH:8][CH:7]=1. The catalyst class is: 11.